This data is from Reaction yield outcomes from USPTO patents with 853,638 reactions. The task is: Predict the reaction yield, written as a fraction of the theoretical maximum amount of product (1.0 means a 100% yield; for example, 0.34 means a 34% yield). (1) The reactants are [Br:1][C:2]1[CH:7]=[CH:6][C:5]([CH2:8][C:9](O)=[O:10])=[C:4]([N+:12]([O-])=O)[CH:3]=1.C(OCC)(=O)C. The catalyst is C(O)(=O)C.[Fe]. The product is [Br:1][C:2]1[CH:3]=[C:4]2[C:5]([CH2:8][C:9](=[O:10])[NH:12]2)=[CH:6][CH:7]=1. The yield is 0.580. (2) The reactants are [O:1]1[C:5]2[CH:6]=[CH:7][CH:8]=[CH:9][C:4]=2[CH:3]=[C:2]1[Si](C)(C)C.[Br:14][C:15]1[CH:20]=[CH:19][C:18]([CH2:21][C:22](Cl)=[O:23])=[CH:17][CH:16]=1. The catalyst is C(Cl)Cl.Cl[Ti](Cl)(Cl)Cl. The product is [O:1]1[C:5]2[CH:6]=[CH:7][CH:8]=[CH:9][C:4]=2[CH:3]=[C:2]1[C:22](=[O:23])[CH2:21][C:18]1[CH:19]=[CH:20][C:15]([Br:14])=[CH:16][CH:17]=1. The yield is 0.170. (3) The reactants are C1(N2CCN(CC3CCC4C(=CC=CC=4)N3)CC2)C2C(=CC=CC=2)C=CN=1.[F:28][C:29]1[CH:34]=[CH:33][C:32]([N:35]2[CH2:40][CH2:39][N:38]([C:41]([CH:43]3[CH2:52][CH2:51][C:50]4[C:45](=[CH:46][C:47]([CH3:53])=[CH:48][CH:49]=4)[NH:44]3)=O)[CH2:37][CH2:36]2)=[C:31]([O:54][CH3:55])[CH:30]=1. No catalyst specified. The product is [F:28][C:29]1[CH:34]=[CH:33][C:32]([N:35]2[CH2:36][CH2:37][N:38]([CH2:41][CH:43]3[CH2:52][CH2:51][C:50]4[C:45](=[CH:46][C:47]([CH3:53])=[CH:48][CH:49]=4)[NH:44]3)[CH2:39][CH2:40]2)=[C:31]([O:54][CH3:55])[CH:30]=1. The yield is 0.810. (4) The reactants are [CH3:1][O:2][C:3]1[CH:4]=[C:5]2[C:10](=[CH:11][C:12]=1[OH:13])[N:9]=[CH:8][CH:7]=[C:6]2[O:14][C:15]1[C:16]([CH3:25])=[N:17][C:18]2[C:23]([CH:24]=1)=[CH:22][CH:21]=[CH:20][CH:19]=2.C(=O)([O-])[O-].[K+].[K+].Br[CH2:33][C:34]([CH2:39][OH:40])([CH2:37][OH:38])[CH2:35][OH:36].FC(F)(F)C(O)=O.[OH-].[Na+]. The catalyst is O.CN(C)C=O. The product is [OH:36][CH2:35][C:34]([CH2:39][OH:40])([CH2:33][O:13][C:12]1[CH:11]=[C:10]2[C:5]([C:6]([O:14][C:15]3[C:16]([CH3:25])=[N:17][C:18]4[C:23]([CH:24]=3)=[CH:22][CH:21]=[CH:20][CH:19]=4)=[CH:7][CH:8]=[N:9]2)=[CH:4][C:3]=1[O:2][CH3:1])[CH2:37][OH:38]. The yield is 0.210. (5) The catalyst is C(Cl)Cl.CO. The reactants are [C:1]([C:5]1[O:9][N:8]=[C:7]([NH:10][C:11]([NH:13][C:14]2[CH:19]=[CH:18][CH:17]=[C:16]([S:20][C:21]3[C:30]4[C:25](=[CH:26][C:27]5[O:34][CH2:33][CH2:32][O:31][C:28]=5[CH:29]=4)[N:24]=[CH:23][N:22]=3)[CH:15]=2)=[O:12])[CH:6]=1)([CH3:4])([CH3:3])[CH3:2].[ClH:35].CCOCC. The yield is 0.610. The product is [ClH:35].[C:1]([C:5]1[O:9][N:8]=[C:7]([NH:10][C:11]([NH:13][C:14]2[CH:19]=[CH:18][CH:17]=[C:16]([S:20][C:21]3[C:30]4[C:25](=[CH:26][C:27]5[O:34][CH2:33][CH2:32][O:31][C:28]=5[CH:29]=4)[N:24]=[CH:23][N:22]=3)[CH:15]=2)=[O:12])[CH:6]=1)([CH3:4])([CH3:2])[CH3:3]. (6) The reactants are [C:1]([NH:6][NH:7][C:8]([CH:10]1[CH2:14][CH2:13][N:12]([C:15]([O:17][CH2:18][C:19]2[CH:24]=[CH:23][CH:22]=[CH:21][CH:20]=2)=[O:16])[CH2:11]1)=[O:9])(=O)[CH:2]([CH3:4])[CH3:3].P(Cl)(Cl)(Cl)=O. The catalyst is CC#N.CCOC(C)=O. The product is [CH:2]([C:1]1[O:9][C:8]([CH:10]2[CH2:14][CH2:13][N:12]([C:15]([O:17][CH2:18][C:19]3[CH:24]=[CH:23][CH:22]=[CH:21][CH:20]=3)=[O:16])[CH2:11]2)=[N:7][N:6]=1)([CH3:4])[CH3:3]. The yield is 0.320. (7) The reactants are [C:1]1([C:7]2[N:12]=[CH:11][C:10]([C:13]3[NH:17][C:16](/[CH:18]=[CH:19]/[C:20]4[CH:21]=[N:22][CH:23]=[CH:24][CH:25]=4)=[N:15][CH:14]=3)=[CH:9][N:8]=2)[CH:6]=[CH:5][CH:4]=[CH:3][CH:2]=1. The catalyst is [Pd].C(O)C. The product is [C:1]1([C:7]2[N:12]=[CH:11][C:10]([C:13]3[NH:17][C:16]([CH2:18][CH2:19][C:20]4[CH:21]=[N:22][CH:23]=[CH:24][CH:25]=4)=[N:15][CH:14]=3)=[CH:9][N:8]=2)[CH:2]=[CH:3][CH:4]=[CH:5][CH:6]=1. The yield is 1.00.